This data is from Forward reaction prediction with 1.9M reactions from USPTO patents (1976-2016). The task is: Predict the product of the given reaction. (1) Given the reactants Cl[CH2:2][C:3]1[C:12]2[C:7](=[C:8]([CH3:15])[C:9]([OH:14])=[C:10]([CH3:13])[CH:11]=2)[O:6][C:5](=[O:16])[CH:4]=1.[OH-:17].[Na+].Cl, predict the reaction product. The product is: [OH:14][C:9]1[C:10]([CH3:13])=[CH:11][C:12]2[C:3]([CH2:4][C:5]([OH:16])=[O:17])=[CH:2][O:6][C:7]=2[C:8]=1[CH3:15]. (2) Given the reactants [CH3:1][O:2][C:3]1[CH:12]=[C:11]2[C:6]([C:7](=O)[CH2:8][CH:9]([C:13]3[CH:22]=[CH:21][C:16]([C:17]([O:19][CH3:20])=[O:18])=[CH:15][N:14]=3)[O:10]2)=[CH:5][CH:4]=1.Cl.[CH2:25]([O:27][NH2:28])[CH3:26].C([O-])(=O)C.[K+], predict the reaction product. The product is: [CH2:25]([O:27][N:28]=[C:7]1[C:6]2[C:11](=[CH:12][C:3]([O:2][CH3:1])=[CH:4][CH:5]=2)[O:10][CH:9]([C:13]2[CH:22]=[CH:21][C:16]([C:17]([O:19][CH3:20])=[O:18])=[CH:15][N:14]=2)[CH2:8]1)[CH3:26]. (3) Given the reactants [F:1][C:2]1[CH:7]=[CH:6][C:5]([O:8][C:9](=[O:24])[N:10]([C@H:12]2[C@H:16]([C:17]3[CH:22]=[CH:21][C:20]([Cl:23])=[CH:19][CH:18]=3)[CH2:15][NH:14][CH2:13]2)[CH3:11])=[CH:4][CH:3]=1.[CH3:25][C:26]1([CH3:35])[CH2:31][CH:30]([C:32](O)=[O:33])[CH2:29][CH2:28][O:27]1, predict the reaction product. The product is: [F:1][C:2]1[CH:7]=[CH:6][C:5]([O:8][C:9](=[O:24])[N:10]([C@H:12]2[C@H:16]([C:17]3[CH:22]=[CH:21][C:20]([Cl:23])=[CH:19][CH:18]=3)[CH2:15][N:14]([C:32]([CH:30]3[CH2:29][CH2:28][O:27][C:26]([CH3:35])([CH3:25])[CH2:31]3)=[O:33])[CH2:13]2)[CH3:11])=[CH:4][CH:3]=1. (4) Given the reactants I[C:2]1[N:7]=[CH:6][C:5]([CH3:8])=[C:4]([O:9][C:10]2[N:14]([CH3:15])[N:13]=[C:12]([C:16]([F:19])([F:18])[F:17])[CH:11]=2)[N:3]=1.C(=O)([O-])[O-].[K+].[K+].[CH3:26][N:27]1[C:31](B(O)O)=[CH:30][C:29]([C:35]([F:38])([F:37])[F:36])=[N:28]1, predict the reaction product. The product is: [CH3:26][N:27]1[C:31]([C:2]2[N:3]=[C:4]([O:9][C:10]3[N:14]([CH3:15])[N:13]=[C:12]([C:16]([F:19])([F:18])[F:17])[CH:11]=3)[C:5]([CH3:8])=[CH:6][N:7]=2)=[CH:30][C:29]([C:35]([F:38])([F:37])[F:36])=[N:28]1. (5) The product is: [Br:1][C:2]1[CH:3]=[C:4]2[C:17](=[CH:18][N:19]=1)[N:14]([CH:16]1[CH2:24][N:23]([CH3:26])[CH2:22]1)[CH:13]=[C:7]([C:8]([O:10][CH2:11][CH3:12])=[O:9])[C:5]2=[O:6]. Given the reactants [Br:1][C:2]1[CH:3]=[C:4]([C:17](F)=[CH:18][N:19]=1)[C:5]([C:7](=[CH:13][N:14]([CH3:16])C)[C:8]([O:10][CH2:11][CH3:12])=[O:9])=[O:6].Cl.[CH3:22][N:23]1[CH2:26]C(N)[CH2:24]1.C(=O)([O-])[O-].[K+].[K+], predict the reaction product. (6) Given the reactants [CH2:1]([N:8]1[C:16]2[C:11](=[CH:12][C:13]([O:17][CH3:18])=[CH:14][CH:15]=2)[C:10]([C:19](OCC2C=CC=CC=2)=[O:20])=[N:9]1)[C:2]1[CH:7]=[CH:6][CH:5]=[CH:4][CH:3]=1.C(OCC)C.[H-].[H-].[H-].[H-].[Li+].[Al+3], predict the reaction product. The product is: [CH2:1]([N:8]1[C:16]2[C:11](=[CH:12][C:13]([O:17][CH3:18])=[CH:14][CH:15]=2)[C:10]([CH2:19][OH:20])=[N:9]1)[C:2]1[CH:3]=[CH:4][CH:5]=[CH:6][CH:7]=1.